Dataset: NCI-60 drug combinations with 297,098 pairs across 59 cell lines. Task: Regression. Given two drug SMILES strings and cell line genomic features, predict the synergy score measuring deviation from expected non-interaction effect. Drug 1: CC1=C(C(CCC1)(C)C)C=CC(=CC=CC(=CC(=O)O)C)C. Drug 2: CC1=C2C(C(=O)C3(C(CC4C(C3C(C(C2(C)C)(CC1OC(=O)C(C(C5=CC=CC=C5)NC(=O)C6=CC=CC=C6)O)O)OC(=O)C7=CC=CC=C7)(CO4)OC(=O)C)O)C)OC(=O)C. Cell line: BT-549. Synergy scores: CSS=17.7, Synergy_ZIP=19.8, Synergy_Bliss=21.8, Synergy_Loewe=9.27, Synergy_HSA=21.7.